From a dataset of NCI-60 drug combinations with 297,098 pairs across 59 cell lines. Regression. Given two drug SMILES strings and cell line genomic features, predict the synergy score measuring deviation from expected non-interaction effect. (1) Drug 1: C(=O)(N)NO. Drug 2: C1CN(CCN1C(=O)CCBr)C(=O)CCBr. Cell line: HCC-2998. Synergy scores: CSS=29.2, Synergy_ZIP=-4.86, Synergy_Bliss=-3.24, Synergy_Loewe=0.748, Synergy_HSA=0.871. (2) Drug 1: CCCCCOC(=O)NC1=NC(=O)N(C=C1F)C2C(C(C(O2)C)O)O. Drug 2: C(CCl)NC(=O)N(CCCl)N=O. Cell line: T-47D. Synergy scores: CSS=0.210, Synergy_ZIP=0.671, Synergy_Bliss=2.08, Synergy_Loewe=-1.91, Synergy_HSA=-0.743. (3) Drug 1: CC1=C(C=C(C=C1)C(=O)NC2=CC(=CC(=C2)C(F)(F)F)N3C=C(N=C3)C)NC4=NC=CC(=N4)C5=CN=CC=C5. Drug 2: CCC1(CC2CC(C3=C(CCN(C2)C1)C4=CC=CC=C4N3)(C5=C(C=C6C(=C5)C78CCN9C7C(C=CC9)(C(C(C8N6C)(C(=O)OC)O)OC(=O)C)CC)OC)C(=O)OC)O.OS(=O)(=O)O. Cell line: A549. Synergy scores: CSS=3.08, Synergy_ZIP=-1.73, Synergy_Bliss=-2.22, Synergy_Loewe=-16.6, Synergy_HSA=-1.46. (4) Drug 1: CN1C2=C(C=C(C=C2)N(CCCl)CCCl)N=C1CCCC(=O)O.Cl. Drug 2: CCN(CC)CCCC(C)NC1=C2C=C(C=CC2=NC3=C1C=CC(=C3)Cl)OC. Cell line: BT-549. Synergy scores: CSS=8.79, Synergy_ZIP=-3.32, Synergy_Bliss=-0.364, Synergy_Loewe=-9.37, Synergy_HSA=-1.21.